From a dataset of Peptide-MHC class I binding affinity with 185,985 pairs from IEDB/IMGT. Regression. Given a peptide amino acid sequence and an MHC pseudo amino acid sequence, predict their binding affinity value. This is MHC class I binding data. (1) The peptide sequence is QSPPIREAV. The MHC is HLA-A02:01 with pseudo-sequence HLA-A02:01. The binding affinity (normalized) is 0.0247. (2) The peptide sequence is WVSRFGERK. The MHC is HLA-A25:01 with pseudo-sequence HLA-A25:01. The binding affinity (normalized) is 0.0847. (3) The peptide sequence is IVNSVLLFL. The MHC is HLA-A02:06 with pseudo-sequence HLA-A02:06. The binding affinity (normalized) is 0.684. (4) The peptide sequence is YPPPRYITV. The MHC is HLA-B07:02 with pseudo-sequence HLA-B07:02. The binding affinity (normalized) is 0.563. (5) The peptide sequence is MRIPVERTL. The MHC is HLA-B08:01 with pseudo-sequence HLA-B08:01. The binding affinity (normalized) is 0.0847. (6) The peptide sequence is NTDEIPELI. The MHC is HLA-A80:01 with pseudo-sequence HLA-A80:01. The binding affinity (normalized) is 0.0847.